Dataset: Catalyst prediction with 721,799 reactions and 888 catalyst types from USPTO. Task: Predict which catalyst facilitates the given reaction. (1) Reactant: [O:1]1[CH2:6][CH2:5][CH2:4][CH2:3][CH:2]1[O:7][CH2:8]/[CH:9]=[CH:10]\[CH2:11][CH:12]([C:18](OCC)=[O:19])[C:13](OCC)=[O:14].[BH4-].[Na+].CO.[Cl-].[Li+]. Product: [OH:19][CH2:18][CH:12]([CH2:11]/[CH:10]=[CH:9]\[CH2:8][O:7][CH:2]1[CH2:3][CH2:4][CH2:5][CH2:6][O:1]1)[CH2:13][OH:14]. The catalyst class is: 7. (2) Reactant: [OH:1][CH2:2][CH2:3][S:4][CH2:5][C:6]1[N:7]([CH3:25])[C:8](=[O:24])[C:9]2[C:14]([C:15]=1[C:16]1[CH:21]=[CH:20][CH:19]=[CH:18][CH:17]=1)=[CH:13][C:12]([O:22][CH3:23])=[CH:11][CH:10]=2.ClC1C=CC=C(C(OO)=[O:34])C=1. Product: [OH:1][CH2:2][CH2:3][S:4]([CH2:5][C:6]1[N:7]([CH3:25])[C:8](=[O:24])[C:9]2[C:14]([C:15]=1[C:16]1[CH:17]=[CH:18][CH:19]=[CH:20][CH:21]=1)=[CH:13][C:12]([O:22][CH3:23])=[CH:11][CH:10]=2)=[O:34]. The catalyst class is: 4. (3) Reactant: [Na].Cl.[NH2:3][C:4]([NH2:6])=[NH:5].Cl.Cl[C:9]([C:11]1[C:19]2[C:14](=[N:15][CH:16]=[CH:17][CH:18]=2)[N:13]([C:20]2[C:29]3[C:24](=[CH:25][CH:26]=[CH:27][CH:28]=3)[CH:23]=[CH:22][N:21]=2)[CH:12]=1)=[O:10]. Product: [C:20]1([N:13]2[C:14]3=[N:15][CH:16]=[CH:17][CH:18]=[C:19]3[C:11]([C:9]([NH:5][C:4]([NH2:6])=[NH:3])=[O:10])=[CH:12]2)[C:29]2[C:24](=[CH:25][CH:26]=[CH:27][CH:28]=2)[CH:23]=[CH:22][N:21]=1. The catalyst class is: 5. (4) Reactant: [CH3:1][O:2][CH2:3][C@H:4]([CH3:31])[O:5][C:6]1[CH:7]=[C:8]([C:23]2[NH:27][C:26]([C:28](O)=[O:29])=[CH:25][CH:24]=2)[CH:9]=[C:10]([O:12][Si:13]([CH:20]([CH3:22])[CH3:21])([CH:17]([CH3:19])[CH3:18])[CH:14]([CH3:16])[CH3:15])[CH:11]=1.[NH2:32][C@H:33]([CH3:37])[C@H:34]([OH:36])[CH3:35].[Cl-].COC1N=C(OC)N=C([N+]2(C)CCOCC2)N=1. Product: [OH:36][C@H:34]([CH3:35])[C@H:33]([NH:32][C:28]([C:26]1[NH:27][C:23]([C:8]2[CH:9]=[C:10]([O:12][Si:13]([CH:20]([CH3:21])[CH3:22])([CH:17]([CH3:18])[CH3:19])[CH:14]([CH3:15])[CH3:16])[CH:11]=[C:6]([O:5][C@@H:4]([CH3:31])[CH2:3][O:2][CH3:1])[CH:7]=2)=[CH:24][CH:25]=1)=[O:29])[CH3:37]. The catalyst class is: 5. (5) Reactant: [CH2:1]1[C:9]2[C:4](=[CH:5][CH:6]=[CH:7][CH:8]=2)[CH2:3][CH:2]1[NH:10][C:11]1[N:12]=[CH:13][C:14]2[CH2:20][N:19]([C:21]([C:23]3[CH:24]=[N:25][NH:26][CH:27]=3)=[O:22])[CH2:18][CH2:17][C:15]=2[N:16]=1.C(=O)([O-])[O-].[Cs+].[Cs+].[I-].[Na+].Br.Br[CH2:38][CH2:39][CH2:40][N:41]1[CH:45]=[CH:44][N:43]=[CH:42]1. Product: [N:41]1([CH2:40][CH2:39][CH2:38][N:26]2[CH:27]=[C:23]([C:21]([N:19]3[CH2:18][CH2:17][C:15]4[N:16]=[C:11]([NH:10][CH:2]5[CH2:3][C:4]6[C:9](=[CH:8][CH:7]=[CH:6][CH:5]=6)[CH2:1]5)[N:12]=[CH:13][C:14]=4[CH2:20]3)=[O:22])[CH:24]=[N:25]2)[CH:45]=[CH:44][N:43]=[CH:42]1. The catalyst class is: 9. (6) Reactant: Cl[C:2]1[N:7]=[CH:6][C:5]([C:8]#[N:9])=[C:4]([NH:10][C:11]2[CH:16]=[C:15]([CH3:17])[CH:14]=[C:13]([CH3:18])[N:12]=2)[CH:3]=1.Cl.[NH2:20][CH2:21][C@@H:22]([NH:24][C:25](=[O:31])[O:26][C:27]([CH3:30])([CH3:29])[CH3:28])[CH3:23].C(=O)([O-])[O-].[Cs+].[Cs+].CC1(C)C2C(=C(P(C3C=CC=CC=3)C3C=CC=CC=3)C=CC=2)OC2C(P(C3C=CC=CC=3)C3C=CC=CC=3)=CC=CC1=2. Product: [C:8]([C:5]1[C:4]([NH:10][C:11]2[CH:16]=[C:15]([CH3:17])[CH:14]=[C:13]([CH3:18])[N:12]=2)=[CH:3][C:2]([NH:20][CH2:21][C@@H:22]([NH:24][C:25](=[O:31])[O:26][C:27]([CH3:30])([CH3:29])[CH3:28])[CH3:23])=[N:7][CH:6]=1)#[N:9]. The catalyst class is: 62. (7) Reactant: [CH2:1]([O:3][C:4](=[O:37])[CH2:5][CH2:6][C:7]1[CH:12]=[CH:11][C:10]([N:13]([CH2:20][C:21]2[C:30]([CH3:31])=[C:29]3[C:24]([CH2:25][CH2:26][CH2:27][N:28]3[CH2:32][C:33]([O-])=[O:34])=[CH:23][CH:22]=2)[C:14](=[O:19])[C:15]([F:18])([F:17])[F:16])=[CH:9][C:8]=1[F:36])[CH3:2].[NH:38]1[CH2:43][CH2:42][O:41][CH2:40][CH2:39]1.O.ON1C2C=CC=CC=2N=N1.C(N(CC)C(C)C)(C)C.Cl.CN(C)CCCN=C=NCC. Product: [F:36][C:8]1[CH:9]=[C:10]([N:13]([CH2:20][C:21]2[C:30]([CH3:31])=[C:29]3[C:24]([CH2:25][CH2:26][CH2:27][N:28]3[CH2:32][C:33]([N:38]3[CH2:43][CH2:42][O:41][CH2:40][CH2:39]3)=[O:34])=[CH:23][CH:22]=2)[C:14](=[O:19])[C:15]([F:18])([F:16])[F:17])[CH:11]=[CH:12][C:7]=1[CH2:6][CH2:5][C:4]([O:3][CH2:1][CH3:2])=[O:37]. The catalyst class is: 136. (8) Reactant: [C:1]([C:4]1[CH:9]=[CH:8][C:7]([C:10]2[N:11]=[C:12]([C@@H:15]([NH:23][C:24]([C@H:26]3[CH2:31][CH2:30][C@H:29]([CH2:32][NH:33][C:34](=[O:40])[O:35][C:36]([CH3:39])([CH3:38])[CH3:37])[CH2:28][CH2:27]3)=[O:25])[CH2:16][C:17]3[CH:22]=[CH:21][CH:20]=[CH:19][CH:18]=3)[NH:13][CH:14]=2)=[CH:6][CH:5]=1)(=[O:3])[NH2:2].[Br:41]Br. Product: [C:36]([O:35][C:34](=[O:40])[NH:33][CH2:32][CH:29]1[CH2:30][CH2:31][CH:26]([C:24](=[O:25])[NH:23][CH:15]([C:12]2[NH:13][C:14]([Br:41])=[C:10]([C:7]3[CH:8]=[CH:9][C:4]([C:1](=[O:3])[NH2:2])=[CH:5][CH:6]=3)[N:11]=2)[CH2:16][C:17]2[CH:22]=[CH:21][CH:20]=[CH:19][CH:18]=2)[CH2:27][CH2:28]1)([CH3:37])([CH3:39])[CH3:38]. The catalyst class is: 22. (9) Reactant: N#N.[CH3:3][O:4][C:5]([CH:7]1[CH2:12][CH2:11][C:10](=O)[CH2:9][CH2:8]1)=[O:6].[NH4+].[Cl-].C(Cl)Cl.C1[CH2:23][O:22][CH2:21]C1. Product: [CH3:3][O:4][C:5]([CH:7]1[CH2:12][CH2:11][C:10](=[CH:21][O:22][CH3:23])[CH2:9][CH2:8]1)=[O:6]. The catalyst class is: 805. (10) Reactant: [Cl:1][C:2]1[C:3]([CH2:8][NH:9][C:10]([C@H:12]2[CH2:17][CH2:16][C@H:15]([C:18]([O:20][CH3:21])=[O:19])[CH2:14][CH2:13]2)=O)=[N:4][CH:5]=[CH:6][N:7]=1.CN(C=O)C. Product: [Cl:1][C:2]1[C:3]2[N:4]([C:10]([C@H:12]3[CH2:17][CH2:16][C@H:15]([C:18]([O:20][CH3:21])=[O:19])[CH2:14][CH2:13]3)=[N:9][CH:8]=2)[CH:5]=[CH:6][N:7]=1. The catalyst class is: 10.